Dataset: Forward reaction prediction with 1.9M reactions from USPTO patents (1976-2016). Task: Predict the product of the given reaction. (1) The product is: [CH3:30][C:31]1([CH3:38])[O:36][CH2:35][CH:34]([N:24]2[CH2:23][CH2:22][C:21]3[C:26](=[CH:27][CH:28]=[C:19]([C:16]4[N:15]=[C:14]([C:11]5[CH:12]=[CH:13][C:6]([O:5][CH:3]([CH3:2])[CH3:4])=[C:7]([CH:10]=5)[C:8]#[N:9])[O:18][N:17]=4)[C:20]=3[CH3:29])[CH2:25]2)[CH2:33][O:32]1. Given the reactants Cl.[CH3:2][CH:3]([O:5][C:6]1[CH:13]=[CH:12][C:11]([C:14]2[O:18][N:17]=[C:16]([C:19]3[C:20]([CH3:29])=[C:21]4[C:26](=[CH:27][CH:28]=3)[CH2:25][NH:24][CH2:23][CH2:22]4)[N:15]=2)=[CH:10][C:7]=1[C:8]#[N:9])[CH3:4].[CH3:30][C:31]1([CH3:38])[O:36][CH2:35][C:34](=O)[CH2:33][O:32]1.C(O[BH-](OC(=O)C)OC(=O)C)(=O)C.[Na+].C(=O)([O-])[O-].[Na+].[Na+], predict the reaction product. (2) Given the reactants [Cl:1][C:2]1[CH:3]=[CH:4][C:5]2[S:9][C:8]([CH2:10][O:11][C:12]3[C:13]([F:21])=[C:14]([C:19]#[N:20])[C:15]([F:18])=[CH:16][CH:17]=3)=[N:7][C:6]=2[CH:22]=1.C([O-])([O-])=O.[Na+].[Na+].Cl.[NH2:30][OH:31], predict the reaction product. The product is: [Cl:1][C:2]1[CH:3]=[CH:4][C:5]2[S:9][C:8]([CH2:10][O:11][C:12]3[C:13]([F:21])=[C:14]([C:19](=[N:30][OH:31])[NH2:20])[C:15]([F:18])=[CH:16][CH:17]=3)=[N:7][C:6]=2[CH:22]=1. (3) The product is: [CH3:24][CH:25]1[CH2:30][CH2:29][CH2:28][CH2:27][N:26]1[CH2:31][CH2:32][NH:33][C:18]([C:12]1[CH:11]=[C:10]2[C:15]([C:16](=[O:17])[N:7]([CH2:6][C:5]3[CH:22]=[CH:23][C:2]([Cl:1])=[CH:3][CH:4]=3)[C:8](=[O:21])[NH:9]2)=[CH:14][CH:13]=1)=[O:20]. Given the reactants [Cl:1][C:2]1[CH:23]=[CH:22][C:5]([CH2:6][N:7]2[C:16](=[O:17])[C:15]3[C:10](=[CH:11][C:12]([C:18]([OH:20])=O)=[CH:13][CH:14]=3)[NH:9][C:8]2=[O:21])=[CH:4][CH:3]=1.[CH3:24][CH:25]1[CH2:30][CH2:29][CH2:28][CH2:27][N:26]1[CH2:31][CH2:32][NH2:33], predict the reaction product. (4) Given the reactants Cl[C:2]1[CH:7]=[C:6]([C:8]2[N:13]=[C:12]([CH:14]([F:16])[F:15])[CH:11]=[C:10]([C:17]3[CH:18]=[N:19][C:20]([C:23]([F:26])([F:25])[F:24])=[CH:21][CH:22]=3)[N:9]=2)[CH:5]=[CH:4][N:3]=1.[C:27]([NH:31][S:32]([C:35]1[CH:36]=[C:37](B(O)O)[CH:38]=[CH:39][CH:40]=1)(=[O:34])=[O:33])([CH3:30])([CH3:29])[CH3:28], predict the reaction product. The product is: [C:27]([NH:31][S:32]([C:35]1[CH:36]=[CH:37][CH:38]=[C:39]([C:2]2[CH:7]=[C:6]([C:8]3[N:13]=[C:12]([CH:14]([F:16])[F:15])[CH:11]=[C:10]([C:17]4[CH:18]=[N:19][C:20]([C:23]([F:26])([F:25])[F:24])=[CH:21][CH:22]=4)[N:9]=3)[CH:5]=[CH:4][N:3]=2)[CH:40]=1)(=[O:34])=[O:33])([CH3:30])([CH3:28])[CH3:29]. (5) Given the reactants [CH:1]1([C:7](Cl)=[O:8])[CH2:6][CH2:5][CH2:4][CH2:3][CH2:2]1.[Cl:10][C:11]1[CH:32]=[C:31]([O:33][CH:34]2[CH2:39][CH2:38][CH2:37][CH2:36][O:35]2)[CH:30]=[CH:29][C:12]=1[CH2:13][NH:14][C:15]1[CH:20]=[CH:19][C:18]([O:21][CH2:22][CH2:23][N:24]2[CH2:28][CH2:27][CH2:26][CH2:25]2)=[CH:17][CH:16]=1.C(N(CC)CC)C, predict the reaction product. The product is: [Cl:10][C:11]1[CH:32]=[C:31]([O:33][CH:34]2[CH2:39][CH2:38][CH2:37][CH2:36][O:35]2)[CH:30]=[CH:29][C:12]=1[CH2:13][N:14]([C:15]1[CH:20]=[CH:19][C:18]([O:21][CH2:22][CH2:23][N:24]2[CH2:25][CH2:26][CH2:27][CH2:28]2)=[CH:17][CH:16]=1)[C:7]([CH:1]1[CH2:6][CH2:5][CH2:4][CH2:3][CH2:2]1)=[O:8]. (6) The product is: [NH2:10][CH2:9][C:4]1([C:7]#[N:8])[CH2:5][CH2:6][O:1][CH2:2][CH2:3]1. Given the reactants [O:1]1[CH2:6][CH2:5][C:4]([C:9]#[N:10])([C:7]#[N:8])[CH2:3][CH2:2]1.[BH4-].[Na+], predict the reaction product. (7) The product is: [ClH:18].[CH3:1][O:2][C@H:3]1[CH2:7][NH:6][C@@H:5]([C:15]([OH:17])=[O:16])[CH2:4]1. Given the reactants [CH3:1][O:2][C@H:3]1[CH2:7][N:6](C(OC(C)(C)C)=O)[C@@H:5]([C:15]([O-:17])=[O:16])[CH2:4]1.[ClH:18], predict the reaction product. (8) Given the reactants [Cl:1][C:2]1[CH:15]=[C:14]([F:16])[C:13]([NH:17][C:18]([O:20][CH3:21])=[O:19])=[CH:12][C:3]=1[O:4][C:5]1[CH:10]=[CH:9][CH:8]=[CH:7][C:6]=1[OH:11].C(=O)([O-])[O-].[K+].[K+].Br[CH2:29][C:30]([O:32][CH3:33])=[O:31].O, predict the reaction product. The product is: [Cl:1][C:2]1[CH:15]=[C:14]([F:16])[C:13]([NH:17][C:18]([O:20][CH3:21])=[O:19])=[CH:12][C:3]=1[O:4][C:5]1[CH:10]=[CH:9][CH:8]=[CH:7][C:6]=1[O:11][CH2:29][C:30]([O:32][CH3:33])=[O:31]. (9) The product is: [NH2:1][C:2]1[C:7]([C:8]([NH2:10])=[O:9])=[C:6]([N:11]2[CH2:16][CH2:15][CH:14]([C:17]3[N:18]([CH2:33][CH2:66][N:67]4[CH2:70][CH2:69][CH2:68]4)[CH:19]=[C:20]([C:22]4[CH:27]=[CH:26][C:25]([F:28])=[C:24]([C:29]([F:32])([F:31])[F:30])[CH:23]=4)[N:21]=3)[CH2:13][CH2:12]2)[N:5]=[CH:4][N:3]=1. Given the reactants [NH2:1][C:2]1[C:7]([C:8]([NH2:10])=[O:9])=[C:6]([N:11]2[CH2:16][CH2:15][CH:14]([C:17]3[N:18]([CH3:33])[CH:19]=[C:20]([C:22]4[CH:27]=[CH:26][C:25]([F:28])=[C:24]([C:29]([F:32])([F:31])[F:30])[CH:23]=4)[N:21]=3)[CH2:13][CH2:12]2)[N:5]=[CH:4][N:3]=1.NC1C(C#N)=C(N2CCC(C3N(C[CH2:66][N:67]4[CH2:70][CH2:69][CH2:68]4)C=C(C4C=CC(F)=C(C(F)(F)F)C=4)N=3)CC2)N=CN=1, predict the reaction product. (10) Given the reactants Cl.[CH3:2][NH:3][O:4][CH3:5].C(N(CC)CC)C.[F:13][C:14]([F:22])([F:21])[C:15]1([C:18](O)=[O:19])[CH2:17][CH2:16]1.CCCP(=O)=O, predict the reaction product. The product is: [CH3:5][O:4][N:3]([CH3:2])[C:18]([C:15]1([C:14]([F:22])([F:21])[F:13])[CH2:17][CH2:16]1)=[O:19].